From a dataset of Forward reaction prediction with 1.9M reactions from USPTO patents (1976-2016). Predict the product of the given reaction. Given the reactants [CH:1]([C:4]1[C:8]([CH2:9][CH2:10][CH2:11][OH:12])=[CH:7][N:6]([C:13]2[CH:18]=[CH:17][C:16]([C:19]([F:22])([F:21])[F:20])=[CH:15][N:14]=2)[N:5]=1)([CH3:3])[CH3:2].[CH2:23]([N:25]1[C:29](O)=[C:28]([CH2:31][C:32]([O:34]CC)=[O:33])[CH:27]=[N:26]1)[CH3:24].C(P(CCCC)CCCC)CCC.N(C(N1CCCCC1)=O)=NC(N1CCCCC1)=O, predict the reaction product. The product is: [CH2:23]([N:25]1[C:29]([O:12][CH2:11][CH2:10][CH2:9][C:8]2[C:4]([CH:1]([CH3:3])[CH3:2])=[N:5][N:6]([C:13]3[CH:18]=[CH:17][C:16]([C:19]([F:21])([F:20])[F:22])=[CH:15][N:14]=3)[CH:7]=2)=[C:28]([CH2:31][C:32]([OH:34])=[O:33])[CH:27]=[N:26]1)[CH3:24].